Dataset: Full USPTO retrosynthesis dataset with 1.9M reactions from patents (1976-2016). Task: Predict the reactants needed to synthesize the given product. Given the product [CH2:7]([C:9]([C:31]1[CH:36]=[CH:35][C:34]([OH:37])=[C:33]([CH3:38])[CH:32]=1)([C:12]1[CH:17]=[CH:16][C:15]([C:18]#[C:19][C:20]([O:29][CH2:39][O:40][CH3:41])([C:25]([F:26])([F:27])[F:28])[C:21]([F:24])([F:23])[F:22])=[C:14]([CH3:30])[CH:13]=1)[CH2:10][CH3:11])[CH3:8], predict the reactants needed to synthesize it. The reactants are: C(=O)([O-])[O-].[K+].[K+].[CH2:7]([C:9]([C:31]1[CH:36]=[CH:35][C:34]([OH:37])=[C:33]([CH3:38])[CH:32]=1)([C:12]1[CH:17]=[CH:16][C:15]([C:18]#[C:19][C:20]([OH:29])([C:25]([F:28])([F:27])[F:26])[C:21]([F:24])([F:23])[F:22])=[C:14]([CH3:30])[CH:13]=1)[CH2:10][CH3:11])[CH3:8].[CH3:39][O:40][CH2:41]Cl.[Cl-].[NH4+].